This data is from Forward reaction prediction with 1.9M reactions from USPTO patents (1976-2016). The task is: Predict the product of the given reaction. (1) Given the reactants [Si]([C:5]1[S:6][CH:7]=[CH:8][N:9]=1)(C)(C)C.[C:10](Cl)(Cl)=[O:11].C1(C)C=CC=CC=1.[C:21]([NH:28][C:29]1[CH:34]=[CH:33][C:32]([NH2:35])=[CH:31][CH:30]=1)([O:23][C:24]([CH3:27])([CH3:26])[CH3:25])=[O:22].N1C=CC=CC=1, predict the reaction product. The product is: [C:24]([O:23][C:21](=[O:22])[NH:28][C:29]1[CH:30]=[CH:31][C:32]([NH:35][C:10]([C:5]2[S:6][CH:7]=[CH:8][N:9]=2)=[O:11])=[CH:33][CH:34]=1)([CH3:27])([CH3:26])[CH3:25]. (2) Given the reactants [OH:1][C:2]1[CH:3]=[C:4]([CH2:12][C:13]([OH:15])=[O:14])[CH:5]=[C:6]([C:8]([F:11])([F:10])[F:9])[CH:7]=1.[C:16]1([S:22]([C:25]2[CH:30]=[CH:29][C:28](F)=[C:27]([Cl:32])[CH:26]=2)(=[O:24])=[O:23])[CH:21]=[CH:20][CH:19]=[CH:18][CH:17]=1, predict the reaction product. The product is: [Cl:32][C:27]1[CH:26]=[C:25]([S:22]([C:16]2[CH:17]=[CH:18][CH:19]=[CH:20][CH:21]=2)(=[O:23])=[O:24])[CH:30]=[CH:29][C:28]=1[O:1][C:2]1[CH:3]=[C:4]([CH2:12][C:13]([OH:15])=[O:14])[CH:5]=[C:6]([C:8]([F:9])([F:10])[F:11])[CH:7]=1. (3) Given the reactants [Cl:1][C:2]1[C:7]([C:8](O)=[O:9])=[CH:6][N:5]=[C:4]2[NH:11][CH:12]=[CH:13][C:3]=12.O[N:15]1C2C=CC=CC=2N=N1.CN(C)CCCN=C=NCC.[OH-].[NH4+], predict the reaction product. The product is: [Cl:1][C:2]1[C:7]([C:8]([NH2:15])=[O:9])=[CH:6][N:5]=[C:4]2[NH:11][CH:12]=[CH:13][C:3]=12.